From a dataset of Catalyst prediction with 721,799 reactions and 888 catalyst types from USPTO. Predict which catalyst facilitates the given reaction. (1) Reactant: C([Li])CCC.[CH3:6][C:7]1[NH:8][CH:9]=[C:10]([C:12]2[CH:17]=[CH:16][CH:15]=[CH:14][CH:13]=2)[CH:11]=1.Cl[C:19]([O:21][CH2:22][CH3:23])=[O:20]. Product: [CH3:6][C:7]1[N:8]([C:19]([O:21][CH2:22][CH3:23])=[O:20])[CH:9]=[C:10]([C:12]2[CH:13]=[CH:14][CH:15]=[CH:16][CH:17]=2)[CH:11]=1. The catalyst class is: 7. (2) Reactant: Br[C:2]1[CH:3]=[C:4]([NH:9][C:10](=[O:16])[O:11][C:12]([CH3:15])([CH3:14])[CH3:13])[CH:5]=[CH:6][C:7]=1[CH3:8].[Li]CCCC.[CH3:22][Si:23](Cl)([CH3:25])[CH3:24]. Product: [CH3:8][C:7]1[CH:6]=[CH:5][C:4]([N:9]([Si:23]([CH3:25])([CH3:24])[CH3:22])[C:10](=[O:16])[O:11][C:12]([CH3:15])([CH3:14])[CH3:13])=[CH:3][C:2]=1[Si:23]([CH3:25])([CH3:24])[CH3:22]. The catalyst class is: 1. (3) Reactant: [H-].[Na+].Cl[CH2:4][C:5]([N:7]([CH:15]1[CH2:20][CH2:19][N:18]([C@@H:21]2[CH2:25][CH2:24][C@H:23]([CH2:26][O:27][CH2:28][CH3:29])[CH2:22]2)[CH2:17][CH2:16]1)[C@H:8]1[CH2:13][CH2:12][CH2:11][CH2:10][C@@H:9]1[OH:14])=[O:6]. Product: [CH2:28]([O:27][CH2:26][C@H:23]1[CH2:24][CH2:25][C@@H:21]([N:18]2[CH2:19][CH2:20][CH:15]([N:7]3[C:5](=[O:6])[CH2:4][O:14][C@H:9]4[CH2:10][CH2:11][CH2:12][CH2:13][C@H:8]34)[CH2:16][CH2:17]2)[CH2:22]1)[CH3:29]. The catalyst class is: 7.